From a dataset of Forward reaction prediction with 1.9M reactions from USPTO patents (1976-2016). Predict the product of the given reaction. (1) Given the reactants [OH:1][CH2:2][C:3]#[C:4][CH2:5][CH2:6][CH2:7][CH3:8].[OH:9][CH2:10][CH2:11][C:12]#[C:13][CH2:14][CH2:15][CH3:16].[OH:17][CH2:18][CH2:19][CH2:20][CH2:21][CH2:22][C:23]#[CH:24].O=O, predict the reaction product. The product is: [OH:1][CH2:2][CH2:3][CH2:4][CH2:5][CH2:6][C:7]#[CH:8].[OH:9][CH2:10][CH2:11][CH2:12][CH2:13][CH2:14][C:15]#[C:16][C:24]#[C:23][CH2:22][CH2:21][CH2:20][CH2:19][CH2:18][OH:17]. (2) Given the reactants Cl[C:2]1[N:11]=[C:10]([NH:12][CH2:13][CH2:14][CH:15]([C:22]2[CH:27]=[CH:26][CH:25]=[CH:24][CH:23]=2)[C:16]2[CH:21]=[CH:20][CH:19]=[CH:18][CH:17]=2)[C:9]2[C:4](=[CH:5][CH:6]=[CH:7][CH:8]=2)[N:3]=1.[N:28]1[CH:29]=[CH:30][N:31]2[CH:36]=[C:35](B(O)O)[CH:34]=[CH:33][C:32]=12.C(NC1C2C(=CC=CC=2)N=C(C2SC3C=CC=CC=3C=2)N=1)(C1C=CC=CC=1)C1C=CC=CC=1, predict the reaction product. The product is: [C:16]1([CH:15]([C:22]2[CH:27]=[CH:26][CH:25]=[CH:24][CH:23]=2)[CH2:14][CH2:13][NH:12][C:10]2[C:9]3[C:4](=[CH:5][CH:6]=[CH:7][CH:8]=3)[N:3]=[C:2]([C:35]3[CH:34]=[CH:33][C:32]4[N:31]([CH:30]=[CH:29][N:28]=4)[CH:36]=3)[N:11]=2)[CH:21]=[CH:20][CH:19]=[CH:18][CH:17]=1. (3) Given the reactants C[O:2][C:3]1[CH:34]=[CH:33][C:6]([O:7][CH:8]2[CH2:11][N:10]([C:12]([CH3:32])([CH3:31])[CH2:13][CH2:14][C:15]([C:25]3[CH:30]=[CH:29][CH:28]=[CH:27][CH:26]=3)([C:19]3[CH:24]=[CH:23][CH:22]=[CH:21][CH:20]=3)[C:16]([NH2:18])=[O:17])[CH2:9]2)=[CH:5][CH:4]=1.B(Br)(Br)Br, predict the reaction product. The product is: [OH:2][C:3]1[CH:4]=[CH:5][C:6]([O:7][CH:8]2[CH2:11][N:10]([C:12]([CH3:31])([CH3:32])[CH2:13][CH2:14][C:15]([C:25]3[CH:26]=[CH:27][CH:28]=[CH:29][CH:30]=3)([C:19]3[CH:24]=[CH:23][CH:22]=[CH:21][CH:20]=3)[C:16]([NH2:18])=[O:17])[CH2:9]2)=[CH:33][CH:34]=1. (4) Given the reactants [CH3:1][C:2]([N:9]1[CH:13]=[C:12]([NH:14][C:15]2[NH:16][C:17](=O)[CH:18]=[CH:19][N:20]=2)[CH:11]=[N:10]1)([CH3:8])[C:3]([O:5][CH2:6][CH3:7])=[O:4].P(Cl)(Cl)([Cl:24])=O.[OH-].[Na+], predict the reaction product. The product is: [Cl:24][C:17]1[CH:18]=[CH:19][N:20]=[C:15]([NH:14][C:12]2[CH:11]=[N:10][N:9]([C:2]([CH3:8])([CH3:1])[C:3]([O:5][CH2:6][CH3:7])=[O:4])[CH:13]=2)[N:16]=1. (5) Given the reactants [H-].[Na+].[Br:3][C:4]1[C:12]2[C:7](=[N:8][CH:9]=[N:10][C:11]=2[O:13][CH3:14])[NH:6][N:5]=1.[CH3:15][Si:16]([CH2:19][CH2:20][O:21][CH2:22]Cl)([CH3:18])[CH3:17].O, predict the reaction product. The product is: [Br:3][C:4]1[C:12]2[C:7](=[N:8][CH:9]=[N:10][C:11]=2[O:13][CH3:14])[N:6]([CH2:22][O:21][CH2:20][CH2:19][Si:16]([CH3:18])([CH3:17])[CH3:15])[N:5]=1. (6) Given the reactants Br[C:2]1[CH:3]=[C:4]([S:8]([C:11]2[CH:12]=[C:13]([C:18]#[N:19])[S:14][C:15]=2[S:16][CH3:17])(=[O:10])=[O:9])[CH:5]=[CH:6][CH:7]=1.[CH3:20][N:21]1[CH2:26][CH2:25][NH:24][CH2:23][CH2:22]1.C1C=CC(P(C2C(C3C(P(C4C=CC=CC=4)C4C=CC=CC=4)=CC=C4C=3C=CC=C4)=C3C(C=CC=C3)=CC=2)C2C=CC=CC=2)=CC=1.C1(C)C=CC=CC=1, predict the reaction product. The product is: [CH3:20][N:21]1[CH2:26][CH2:25][N:24]([C:2]2[CH:3]=[C:4]([S:8]([C:11]3[CH:12]=[C:13]([C:18]#[N:19])[S:14][C:15]=3[S:16][CH3:17])(=[O:10])=[O:9])[CH:5]=[CH:6][CH:7]=2)[CH2:23][CH2:22]1.